Dataset: Forward reaction prediction with 1.9M reactions from USPTO patents (1976-2016). Task: Predict the product of the given reaction. (1) Given the reactants Br[C:2]1[C:3]([NH:25][CH3:26])=[N:4][C:5]([NH:8][C:9]2[CH:14]=[CH:13][C:12]([C:15]([N:17]3[CH2:22][CH2:21][O:20][CH2:19][CH2:18]3)=[O:16])=[CH:11][C:10]=2[O:23][CH3:24])=[N:6][CH:7]=1.[CH3:27][N:28](C=O)C, predict the reaction product. The product is: [CH3:24][O:23][C:10]1[CH:11]=[C:12]([C:15]([N:17]2[CH2:22][CH2:21][O:20][CH2:19][CH2:18]2)=[O:16])[CH:13]=[CH:14][C:9]=1[NH:8][C:5]1[N:4]=[C:3]([NH:25][CH3:26])[C:2]([C:27]#[N:28])=[CH:7][N:6]=1. (2) Given the reactants Cl[C:2]1[C:7]([N+:8]([O-:10])=[O:9])=[C:6]([Cl:11])[N:5]=[CH:4][N:3]=1.[NH2:12][C:13]1[CH:17]=[CH:16][NH:15][N:14]=1.[CH2:18]1[CH2:22]OC[CH2:19]1, predict the reaction product. The product is: [Cl:11][C:6]1[N:5]=[CH:4][N:3]=[C:2]([NH:12][C:13]2[NH:14][N:15]=[C:16]([CH:19]3[CH2:18][CH2:22]3)[CH:17]=2)[C:7]=1[N+:8]([O-:10])=[O:9]. (3) Given the reactants [CH3:1][O:2][C:3]1[CH:8]=[CH:7][C:6]([NH2:9])=[CH:5][CH:4]=1.[H-].[Na+].F[C:13]1[CH:18]=[CH:17][CH:16]=[CH:15][C:14]=1[N+:19]([O-:21])=[O:20], predict the reaction product. The product is: [CH3:1][O:2][C:3]1[CH:8]=[CH:7][C:6]([NH:9][C:13]2[CH:18]=[CH:17][CH:16]=[CH:15][C:14]=2[N+:19]([O-:21])=[O:20])=[CH:5][CH:4]=1. (4) The product is: [Br:1][C:2]1[C:3]([CH2:8][O:9][Si:10]([C:13]([CH3:16])([CH3:15])[CH3:14])([CH3:12])[CH3:11])=[N:4][N:5]([CH3:7])[CH:6]=1. Given the reactants [Br:1][C:2]1[C:3]([CH2:8][OH:9])=[N:4][N:5]([CH3:7])[CH:6]=1.[Si:10](Cl)([C:13]([CH3:16])([CH3:15])[CH3:14])([CH3:12])[CH3:11].N1C=CN=C1.C(Cl)Cl, predict the reaction product. (5) Given the reactants C(OC(=O)[NH:7][C@@H:8]1[CH2:12][CH2:11][C@H:10]([NH:13][C:14](=[O:17])[CH2:15][CH3:16])[CH2:9]1)(C)(C)C.[F:19][C:20]([F:25])([F:24])[C:21]([OH:23])=[O:22], predict the reaction product. The product is: [F:19][C:20]([F:25])([F:24])[C:21]([OH:23])=[O:22].[NH2:7][C@@H:8]1[CH2:12][CH2:11][C@H:10]([NH:13][C:14](=[O:17])[CH2:15][CH3:16])[CH2:9]1.